From a dataset of Catalyst prediction with 721,799 reactions and 888 catalyst types from USPTO. Predict which catalyst facilitates the given reaction. (1) Reactant: C(OC([N:8]1[CH2:13][CH:12]([F:14])[CH:11]([OH:15])[CH:10]([F:16])[CH2:9]1)=O)(C)(C)C. Product: [F:16][CH:10]1[CH:11]([OH:15])[CH:12]([F:14])[CH2:13][NH:8][CH2:9]1. The catalyst class is: 209. (2) Reactant: Cl[C:2](OC1C=CC([N+]([O-])=O)=CC=1)=[O:3].[Cl:14][C:15]1[C:20]([CH3:21])=[CH:19][C:18]([CH2:22][C@@H:23]([OH:28])[C:24]([O:26][CH3:27])=[O:25])=[CH:17][C:16]=1[CH3:29].[NH:30]1[CH2:35][CH2:34][CH:33]([N:36]2[CH2:42][CH2:41][C:40]3[CH:43]=[CH:44][CH:45]=[CH:46][C:39]=3[NH:38][C:37]2=[O:47])[CH2:32][CH2:31]1. Product: [O:47]=[C:37]1[N:36]([CH:33]2[CH2:32][CH2:31][N:30]([C:2]([O:28][C@@H:23]([C:24]([O:26][CH3:27])=[O:25])[CH2:22][C:18]3[CH:17]=[C:16]([CH3:29])[C:15]([Cl:14])=[C:20]([CH3:21])[CH:19]=3)=[O:3])[CH2:35][CH2:34]2)[CH2:42][CH2:41][C:40]2[CH:43]=[CH:44][CH:45]=[CH:46][C:39]=2[NH:38]1. The catalyst class is: 341. (3) Reactant: [C:1]([CH2:3][C:4]([OH:6])=O)#[N:2].[O-]S([O-])(=O)=O.[Mg+2].[CH2:13]([Li])[CH2:14][CH2:15][CH3:16].C1(CC(Cl)=O)CC1. Product: [CH:15]1([CH2:16][C:4](=[O:6])[CH2:3][C:1]#[N:2])[CH2:13][CH2:14]1. The catalyst class is: 795. (4) Reactant: [C:1]([CH2:4][C:5](=[O:7])[CH3:6])(=[O:3])[CH3:2].[C:8]([N:15]1[CH2:20][CH2:19][CH:18]([CH:21]=O)[CH2:17][CH2:16]1)([O:10][C:11]([CH3:14])([CH3:13])[CH3:12])=[O:9].C(O)(=O)C.N1CCCCC1. Product: [C:1]([C:4]([C:5](=[O:7])[CH3:6])=[CH:21][CH:18]1[CH2:19][CH2:20][N:15]([C:8]([O:10][C:11]([CH3:12])([CH3:14])[CH3:13])=[O:9])[CH2:16][CH2:17]1)(=[O:3])[CH3:2]. The catalyst class is: 32. (5) Reactant: [CH:1]([OH:4])([CH3:3])[CH3:2].[CH3:5][C:6]1[O:7][C:8]([CH3:14])=[CH:9][C:10]=1[C:11](Cl)=[O:12]. Product: [CH:1]([O:4][C:11]([C:10]1[CH:9]=[C:8]([CH3:14])[O:7][C:6]=1[CH3:5])=[O:12])([CH3:3])[CH3:2]. The catalyst class is: 2.